Regression. Given a peptide amino acid sequence and an MHC pseudo amino acid sequence, predict their binding affinity value. This is MHC class I binding data. From a dataset of Peptide-MHC class I binding affinity with 185,985 pairs from IEDB/IMGT. (1) The peptide sequence is QFSLWRRPV. The MHC is Mamu-B1001 with pseudo-sequence Mamu-B1001. The binding affinity (normalized) is 0.0221. (2) The peptide sequence is LFYTFAISY. The MHC is HLA-A33:01 with pseudo-sequence HLA-A33:01. The binding affinity (normalized) is 0. (3) The peptide sequence is ICGGTIDAY. The MHC is HLA-A29:02 with pseudo-sequence HLA-A29:02. The binding affinity (normalized) is 0.0767. (4) The peptide sequence is KSRRLNLFSK. The MHC is HLA-A11:01 with pseudo-sequence HLA-A11:01. The binding affinity (normalized) is 0.354. (5) The peptide sequence is YPITGVKSL. The MHC is HLA-B51:01 with pseudo-sequence HLA-B51:01. The binding affinity (normalized) is 0.0847.